Dataset: Experimentally validated miRNA-target interactions with 360,000+ pairs, plus equal number of negative samples. Task: Binary Classification. Given a miRNA mature sequence and a target amino acid sequence, predict their likelihood of interaction. (1) The miRNA is hsa-miR-384 with sequence AUUCCUAGAAAUUGUUCAUA. The protein sequence of the target gene is MEKLNLLGFLIITLNCNVTIMGMIWLIVEVLLRMLVVVLAGSPIYEDEQERFICNTLQPGCANVCYDLFSPVSPLRFWLVQSLALLLPSVVFGTYTLHRGAKLAAVGGACRPQVPDLSTAYLVHLLLRMLLEAGLAFLHYFLFGFSVPARVSCSHVPCSGAVDCYVSRPTEKSLLILFFWAVSALSFLLSLADLLWILPRRKTLRTTQWVNGEARPVCEVPAPPPCLLQNPQGYLSQGQVDQEDRQEEQVVPEFPCMWTAGQSDNSNVGQACVSGLLEHSDQDASEATSSAGDRLTVAHT.... Result: 0 (no interaction). (2) The miRNA is cel-miR-1829a-3p with sequence CAACCAUUGGAAUUUCUCUAUU. The protein sequence of the target gene is MVKMTKSKTFQAYLPNCHRTYSCIHCRAHLANHDELISKSFQGSQGRAYLFNSVVNVGCGPAEERVLLTGLHAVADIYCENCKTTLGWKYEHAFESSQKYKEGKFIIELAHMIKDNGWE. Result: 0 (no interaction). (3) The miRNA is mmu-miR-3104-3p with sequence ACGCUCUGCUUUGCUCCCCCAGA. The protein sequence of the target gene is MQVPQLLVLFGSQTGTAQDEAERLGREARRRRLGCRVQALDSYSVANLIREPLVIFVCATTGQGDPPDNMKNFWRFIFRKSLPSSSLCQMDFAVLGLGDSSYAKFNFVAKKLHRRLLQLGGSALLPPCLGDDQHELGPDAAIDPWVGDLWEKIMVMYPVPLDIPEIPHGVPLPSKFIFQFLQEVPSIGAEELNIASSAPQTPPSELQPFLAPVITNQRVTGPQHFQDVRLIEFDITDSNISFAAGDVVFILPSNSEAHTQQFCQVLCLDPNQFFTLKPREPGVPDPPGLPQPCTVWNLVS.... Result: 1 (interaction). (4) The miRNA is hsa-miR-550a-5p with sequence AGUGCCUGAGGGAGUAAGAGCCC. The protein sequence of the target gene is MKKDGSSGSFGIKASPGSLSRAVSWINFSSLSRQTKRLFRSDGELSVCGHQVEADDENWIYRTQPRKAVSNLDEESRWTVHYTAPWHQQENVFLPATRPPCVEDLHRQAKLNLKSVLRECDKLRQDGCRSSQYYSQGPTFAAGSSPCDDYQDEDTEADRKCSLSSSEEERFIGIRRPKTPTSGDFSDLHTQTNWTKSLPLPTPEEKTRQQAQTVQADVVPINITASATGQDDDGSAHSLYVPDHYSTLGRLDSYRSTGQCLETRDTSCQTEDVKVIPPSMRRIRAHKGVGVAAQMSHLSG.... Result: 0 (no interaction). (5) The miRNA is hsa-miR-30e-3p with sequence CUUUCAGUCGGAUGUUUACAGC. The protein sequence of the target gene is MADERKDEGKAPHWTSASLTEAAAHPHSPEMKDQGGAGEGLSRNANGFPYREEEEGAFGEHRSQGTYSDTKENGINGELTSADRETAEEVSARIVQVVTAEAVAVLKGEQEKEAQHKDQPAALPLAAEETANLPPSPPPSPASEQTATVEEDLLTASKMEFPEQEKFPSSFAEPLDKGEMEFKMPSKPGEDFEHAALVPDTSKTPQDKKDLQGMEGEKLPPVPFAQTFGTNLEDRKQSTEPSIVMPSIGLSAEPPAPKEPKDWFIEMPTESKKDEWGLAAPISPGPLTPMREKDVLEDIP.... Result: 0 (no interaction). (6) The miRNA is mmu-miR-425-5p with sequence AAUGACACGAUCACUCCCGUUGA. The protein sequence of the target gene is MAPSGSGGVRRRCRRVLYWIPVVFISLLLGWSYYAYAIQLCIVSMENIGEQVVCLMAYHLLFAMFVWSYWKTIFTLPMNPSKEFHLSYAEKELLEREPRGEAHQEVLRRAAKDLPIYTRTMSGAIRYCDRCQLIKPDRCHHCSVCDKCILKMDHHCPWVNNCVGFSNYKFFLLFLAYSLLYCLFIAATDLQYFIRFWTNGLPDTQAKFHIMFLFFAAAMFSVSLSSLFGYHCWLVSKNKSTLEAFRNPVFRHGTDKNGFSLGFSKNMRQVFGDEKKYWLLPVFSSQGDGCSFPTCLVNQD.... Result: 1 (interaction).